From a dataset of Peptide-MHC class I binding affinity with 185,985 pairs from IEDB/IMGT. Regression. Given a peptide amino acid sequence and an MHC pseudo amino acid sequence, predict their binding affinity value. This is MHC class I binding data. (1) The peptide sequence is KICEYIRSY. The MHC is HLA-A26:01 with pseudo-sequence HLA-A26:01. The binding affinity (normalized) is 0.213. (2) The peptide sequence is TLVGLAIGLVLL. The binding affinity (normalized) is 0.395. The MHC is HLA-A02:01 with pseudo-sequence HLA-A02:01. (3) The peptide sequence is KAIGTVLV. The MHC is HLA-B40:01 with pseudo-sequence HLA-B40:01. The binding affinity (normalized) is 0. (4) The peptide sequence is ALKAYFTAKI. The MHC is HLA-A02:02 with pseudo-sequence HLA-A02:02. The binding affinity (normalized) is 0.513. (5) The peptide sequence is YRYCHQLAL. The MHC is HLA-B45:06 with pseudo-sequence HLA-B45:06. The binding affinity (normalized) is 0.213.